Dataset: Reaction yield outcomes from USPTO patents with 853,638 reactions. Task: Predict the reaction yield, written as a fraction of the theoretical maximum amount of product (1.0 means a 100% yield; for example, 0.34 means a 34% yield). (1) The reactants are [NH2:1][C:2]1[S:6][C:5]([C:7]2[CH:12]=[CH:11][CH:10]=[CH:9][CH:8]=2)=[N:4][C:3]=1[C:13]([O:15][CH2:16][CH3:17])=[O:14].[Cl:18][C:19]([Cl:26])([Cl:25])[C:20]([N:22]=[C:23]=[O:24])=[O:21]. The catalyst is C1COCC1. The product is [C:7]1([C:5]2[S:6][C:2]([NH:1][C:23]([NH:22][C:20](=[O:21])[C:19]([Cl:26])([Cl:25])[Cl:18])=[O:24])=[C:3]([C:13]([O:15][CH2:16][CH3:17])=[O:14])[N:4]=2)[CH:12]=[CH:11][CH:10]=[CH:9][CH:8]=1. The yield is 0.990. (2) The reactants are [CH2:1]([N:5]([CH2:18][CH2:19][CH2:20][CH3:21])[C:6]1[CH:11]=[CH:10][C:9]([CH:12]=[CH:13][CH:14]=O)=[C:8]([O:16][CH3:17])[CH:7]=1)[CH2:2][CH2:3][CH3:4].[C:22]([C:24]1[C:25](=[C:40]([C:43]#[N:44])[C:41]#[N:42])[O:26][C:27]([C:34]2[CH:39]=[CH:38][CH:37]=[CH:36][CH:35]=2)([C:30]([F:33])([F:32])[F:31])[C:28]=1[CH3:29])#[N:23]. The catalyst is C(O)C. The product is [CH2:1]([N:5]([CH2:18][CH2:19][CH2:20][CH3:21])[C:6]1[CH:11]=[CH:10][C:9]([CH:12]=[CH:13][CH:14]=[CH:29][C:28]2[C:27]([C:34]3[CH:35]=[CH:36][CH:37]=[CH:38][CH:39]=3)([C:30]([F:33])([F:31])[F:32])[O:26][C:25](=[C:40]([C:43]#[N:44])[C:41]#[N:42])[C:24]=2[C:22]#[N:23])=[C:8]([O:16][CH3:17])[CH:7]=1)[CH2:2][CH2:3][CH3:4]. The yield is 0.869. (3) The reactants are [NH2:1][C:2]1[N:10]=[CH:9][N:8]=[C:7]2[C:3]=1[N:4]=[CH:5][N:6]2[C:11]1[CH:16]=[CH:15][C:14]([NH:17][C:18]([NH:20][C:21]2[CH:26]=[CH:25][C:24]([Cl:27])=[C:23]([C:28]([F:31])([F:30])[F:29])[CH:22]=2)=[O:19])=[CH:13][CH:12]=1.C([N-]C(C)C)(C)C.[Li+].[I:40]I.C(O)(=O)C. The catalyst is O1CCCC1. The product is [NH2:1][C:2]1[N:10]=[CH:9][N:8]=[C:7]2[C:3]=1[N:4]=[C:5]([I:40])[N:6]2[C:11]1[CH:12]=[CH:13][C:14]([NH:17][C:18]([NH:20][C:21]2[CH:26]=[CH:25][C:24]([Cl:27])=[C:23]([C:28]([F:30])([F:31])[F:29])[CH:22]=2)=[O:19])=[CH:15][CH:16]=1. The yield is 0.630. (4) The reactants are [NH:1]([CH2:5][CH2:6][OH:7])[CH2:2][CH2:3][OH:4].F[C:9]1[CH:14]=[CH:13][C:12]([N+:15]([O-:17])=[O:16])=[CH:11][CH:10]=1. The catalyst is CN(C=O)C. The product is [N+:15]([C:12]1[CH:13]=[CH:14][C:9]([N:1]([CH2:5][CH2:6][OH:7])[CH2:2][CH2:3][OH:4])=[CH:10][CH:11]=1)([O-:17])=[O:16]. The yield is 0.250. (5) The reactants are CC(C)([O-])C.[Na+].Br[C:8]1[CH:15]=[C:14]([N:16]2[C:24]3[CH2:23][C:22]([CH3:26])([CH3:25])[CH2:21][C:20](=[O:27])[C:19]=3[C:18]([CH3:28])=[N:17]2)[CH:13]=[CH:12][C:9]=1[C:10]#[N:11].[CH3:29][O:30][C:31]1[CH:32]=[C:33]([CH:35]=[C:36]([O:40][CH3:41])[C:37]=1[O:38][CH3:39])[NH2:34]. The yield is 0.820. The product is [CH3:25][C:22]1([CH3:26])[CH2:23][C:24]2[N:16]([C:14]3[CH:13]=[CH:12][C:9]([C:10]#[N:11])=[C:8]([NH:34][C:33]4[CH:35]=[C:36]([O:40][CH3:41])[C:37]([O:38][CH3:39])=[C:31]([O:30][CH3:29])[CH:32]=4)[CH:15]=3)[N:17]=[C:18]([CH3:28])[C:19]=2[C:20](=[O:27])[CH2:21]1. The catalyst is C1(C)C=CC=CC=1.C(OCC)(=O)C.C([O-])(=O)C.[Pd+2].C([O-])(=O)C.C1(P(C2C=CC=CC=2)[C-]2C=CC=C2)C=CC=CC=1.[C-]1(P(C2C=CC=CC=2)C2C=CC=CC=2)C=CC=C1.[Fe+2]. (6) The reactants are [CH3:1][C:2]1[CH:15]=[CH:14][C:5]([CH2:6][N:7]2[CH2:12][CH2:11][C:10](=O)[CH2:9][CH2:8]2)=[CH:4][CH:3]=1.C([O-])(=O)C.[NH4+].C([BH3-])#[N:22].[Na+]. The product is [CH3:1][C:2]1[CH:15]=[CH:14][C:5]([CH2:6][N:7]2[CH2:12][CH2:11][CH:10]([NH2:22])[CH2:9][CH2:8]2)=[CH:4][CH:3]=1. The catalyst is CO. The yield is 0.480. (7) The reactants are I[C:2]1[CH:7]=[CH:6][CH:5]=[CH:4][CH:3]=1.[NH:8]1[CH2:13][CH2:12][O:11][CH2:10][CH2:9]1.N1CCC[C@H]1C(O)=O. The yield is 0.420. The catalyst is [Cu]I.CS(C)=O. The product is [C:2]1([N:8]2[CH2:13][CH2:12][O:11][CH2:10][CH2:9]2)[CH:7]=[CH:6][CH:5]=[CH:4][CH:3]=1.